Task: Regression. Given a peptide amino acid sequence and an MHC pseudo amino acid sequence, predict their binding affinity value. This is MHC class I binding data.. Dataset: Peptide-MHC class I binding affinity with 185,985 pairs from IEDB/IMGT (1) The peptide sequence is CTELKLSDY. The MHC is HLA-A26:01 with pseudo-sequence HLA-A26:01. The binding affinity (normalized) is 0.0174. (2) The peptide sequence is QTDNQLAVF. The MHC is HLA-A80:01 with pseudo-sequence HLA-A80:01. The binding affinity (normalized) is 0.0847. (3) The peptide sequence is YPARVKCAL. The MHC is HLA-B39:01 with pseudo-sequence HLA-B39:01. The binding affinity (normalized) is 0.710. (4) The peptide sequence is LQKFSFKIAI. The MHC is HLA-A02:01 with pseudo-sequence HLA-A02:01. The binding affinity (normalized) is 0. (5) The peptide sequence is RAMACSALI. The MHC is HLA-C15:02 with pseudo-sequence HLA-C15:02. The binding affinity (normalized) is 0.635. (6) The peptide sequence is FPASHMATY. The MHC is HLA-A02:06 with pseudo-sequence HLA-A02:06. The binding affinity (normalized) is 0.338.